Binary Classification. Given a drug SMILES string, predict its activity (active/inactive) in a high-throughput screening assay against a specified biological target. From a dataset of HIV replication inhibition screening data with 41,000+ compounds from the AIDS Antiviral Screen. (1) The drug is Cc1cn(COCCCO[Si](C)(C)C(C)(C)C)c(=O)[nH]c1=O. The result is 1 (active). (2) The drug is O=C(OC1C(OC(=O)c2cccnc2)C(OC(=O)c2cccnc2)C(OC(=O)c2cccnc2)C(OC(=O)c2cccnc2)C1OC(=O)c1cccnc1)c1cccnc1. The result is 0 (inactive).